Predict which catalyst facilitates the given reaction. From a dataset of Catalyst prediction with 721,799 reactions and 888 catalyst types from USPTO. (1) Reactant: [C:1]1(N2CCCC2)[CH2:6][CH2:5][CH2:4][CH2:3][CH:2]=1.[CH2:12](Br)[CH2:13][CH3:14].O.[OH:17]S(O)(=O)=O. Product: [CH2:12]([CH:1]1[CH2:2][CH2:3][CH2:4][CH2:5][C:6]1=[O:17])[CH2:13][CH3:14]. The catalyst class is: 48. (2) Reactant: [CH3:1][C:2]1([CH3:10])[O:9][C:7](=[O:8])[CH2:6][C:4](=[O:5])[O:3]1.N1C=CC=CC=1.[C:17](Cl)(=[O:21])[CH:18]([CH3:20])[CH3:19]. Product: [OH:21][C:17](=[C:6]1[C:7](=[O:8])[O:9][C:2]([CH3:10])([CH3:1])[O:3][C:4]1=[O:5])[CH:18]([CH3:20])[CH3:19]. The catalyst class is: 4.